This data is from Forward reaction prediction with 1.9M reactions from USPTO patents (1976-2016). The task is: Predict the product of the given reaction. (1) Given the reactants [C:1]([NH2:9])(=[O:8])[C:2]1[CH:7]=[CH:6][CH:5]=[N:4][CH:3]=1.C(#[N:12])C, predict the reaction product. The product is: [NH2:12][C:1]([NH2:9])=[O:8].[C:1]([NH2:9])(=[O:8])[C:2]1[CH:7]=[CH:6][CH:5]=[N:4][CH:3]=1. (2) Given the reactants [Mg].Br[C:3]1[CH:8]=[CH:7][CH:6]=[C:5]([C:9]([F:12])([F:11])[F:10])[CH:4]=1.[NH2:13][C:14]1[CH:21]=[CH:20][CH:19]=[CH:18][C:15]=1[C:16]#N.Cl.[OH-:23].[Na+], predict the reaction product. The product is: [NH2:13][C:14]1[CH:21]=[CH:20][CH:19]=[CH:18][C:15]=1[C:16]([C:3]1[CH:8]=[CH:7][CH:6]=[C:5]([C:9]([F:12])([F:11])[F:10])[CH:4]=1)=[O:23]. (3) Given the reactants [F:1][C:2]([F:15])([F:14])[C:3]1[CH:8]=[CH:7][C:6]([C:9]2[CH:13]=[CH:12][NH:11][N:10]=2)=[CH:5][CH:4]=1.[CH3:16][C:17]([CH3:22])([CH3:21])[CH:18]1[O:20][CH2:19]1.C(N(CC)CC)C, predict the reaction product. The product is: [CH3:16][C:17]([CH3:22])([CH3:21])[CH:18]([OH:20])[CH2:19][N:11]1[CH:12]=[CH:13][C:9]([C:6]2[CH:5]=[CH:4][C:3]([C:2]([F:1])([F:14])[F:15])=[CH:8][CH:7]=2)=[N:10]1. (4) Given the reactants [N+:1]([C:4]1[CH:8]=[CH:7][NH:6][CH:5]=1)([O-:3])=[O:2].C(=O)([O-])[O-].[Cs+].[Cs+].Cl[CH2:16][CH2:17][N:18]([CH3:20])[CH3:19], predict the reaction product. The product is: [CH3:19][N:18]([CH3:20])[CH2:17][CH2:16][N:6]1[CH:7]=[CH:8][C:4]([N+:1]([O-:3])=[O:2])=[CH:5]1. (5) Given the reactants C([N-]C(C)C)(C)C.[Li+].C([Li])CCC.C(NC(C)C)(C)C.[CH3:21][O:22][C:23](=[O:33])[CH2:24][O:25][CH2:26][C:27]1[CH:32]=[CH:31][CH:30]=[CH:29][CH:28]=1.C[O:35][C:36](=O)[C:37]([O:39][C:40]([CH3:43])([CH3:42])[CH3:41])=[O:38], predict the reaction product. The product is: [CH3:21][O:22][C:23](=[O:33])/[C:24](/[O:25][CH2:26][C:27]1[CH:32]=[CH:31][CH:30]=[CH:29][CH:28]=1)=[C:36](\[OH:35])/[C:37]([O:39][C:40]([CH3:43])([CH3:42])[CH3:41])=[O:38]. (6) Given the reactants [CH3:1][N:2]1[C:6]([C:7]([OH:9])=O)=[CH:5][C:4]([C:10]2[CH:15]=[CH:14][CH:13]=[CH:12][CH:11]=2)=[N:3]1.[CH3:16][O:17][CH2:18][CH2:19][N:20]([CH3:28])[C:21]1[CH:26]=[CH:25][C:24]([NH2:27])=[CH:23][N:22]=1, predict the reaction product. The product is: [CH3:16][O:17][CH2:18][CH2:19][N:20]([CH3:28])[C:21]1[N:22]=[CH:23][C:24]([NH:27][C:7]([C:6]2[N:2]([CH3:1])[N:3]=[C:4]([C:10]3[CH:15]=[CH:14][CH:13]=[CH:12][CH:11]=3)[CH:5]=2)=[O:9])=[CH:25][CH:26]=1. (7) The product is: [CH2:1]([O:3][C:4](=[O:22])[CH2:5][O:6][C:7]1[CH:12]=[CH:11][C:10]([N:13]([C:14]([O:16][C:17]([CH3:18])([CH3:20])[CH3:19])=[O:15])[CH3:25])=[CH:9][C:8]=1[CH3:21])[CH3:2]. Given the reactants [CH2:1]([O:3][C:4](=[O:22])[CH2:5][O:6][C:7]1[CH:12]=[CH:11][C:10]([NH:13][C:14]([O:16][C:17]([CH3:20])([CH3:19])[CH3:18])=[O:15])=[CH:9][C:8]=1[CH3:21])[CH3:2].[H-].[Na+].[CH3:25]I.OS([O-])(=O)=O.[K+], predict the reaction product. (8) Given the reactants [CH:1]([S:4][C:5]1[CH:10]=[CH:9][CH:8]=[C:7](I)[CH:6]=1)([CH3:3])[CH3:2].C([Li])CCC.[Cl:17][C:18]1[CH:19]=[C:20]([C:26]([F:29])([F:28])[F:27])[CH:21]=[C:22]([Cl:25])[C:23]=1F.O, predict the reaction product. The product is: [Cl:17][C:18]1[CH:19]=[C:20]([C:26]([F:27])([F:28])[F:29])[CH:21]=[C:22]([Cl:25])[C:23]=1[C:7]1[CH:6]=[C:5]([S:4][CH:1]([CH3:3])[CH3:2])[CH:10]=[CH:9][CH:8]=1. (9) Given the reactants [Cl:1][C:2]1[C:3]2[CH2:10][C:9](=[O:11])[NH:8][C:4]=2[N:5]=[CH:6][N:7]=1.[N:12]1([CH2:18][CH2:19][NH:20][C:21]([C:23]2[NH:24][C:25]([CH:28]=O)=[CH:26][CH:27]=2)=[O:22])[CH2:17][CH2:16][O:15][CH2:14][CH2:13]1.C(N(CC)CC)C, predict the reaction product. The product is: [N:12]1([CH2:18][CH2:19][NH:20][C:21]([C:23]2[NH:24][C:25]([CH:28]=[C:10]3[C:3]4[C:2]([Cl:1])=[N:7][CH:6]=[N:5][C:4]=4[NH:8][C:9]3=[O:11])=[CH:26][CH:27]=2)=[O:22])[CH2:17][CH2:16][O:15][CH2:14][CH2:13]1. (10) The product is: [C:10]([OH:19])(=[O:18])[CH2:11][CH2:12][CH2:13][CH2:14][CH2:15][CH2:16][CH3:17].[CH3:1][CH:2]([O:6][C:7]([CH3:9])=[O:8])[CH2:3][O:4][CH3:5]. Given the reactants [CH3:1][CH:2]([O:6][C:7]([CH3:9])=[O:8])[CH2:3][O:4][CH3:5].[C:10]([OH:19])(=[O:18])[CH2:11][CH2:12][CH2:13][CH2:14][CH2:15][CH2:16][CH3:17].[O-]CCCC, predict the reaction product.